From a dataset of Reaction yield outcomes from USPTO patents with 853,638 reactions. Predict the reaction yield, written as a fraction of the theoretical maximum amount of product (1.0 means a 100% yield; for example, 0.34 means a 34% yield). (1) The reactants are [CH:1]1([C:6]2[N:7]=[C:8]([OH:16])[C:9]3[S:15][CH2:14][CH2:13][CH2:12][C:10]=3[N:11]=2)[CH2:5][CH2:4][CH2:3][CH2:2]1.C(N(CC)CC)C.[F:24][C:25]([F:31])([F:30])[S:26](O)(=[O:28])=[O:27]. The catalyst is C(Cl)Cl. The product is [F:24][C:25]([F:31])([F:30])[S:26]([O:16][C:8]1[C:9]2[S:15][CH2:14][CH2:13][CH2:12][C:10]=2[N:11]=[C:6]([CH:1]2[CH2:2][CH2:3][CH2:4][CH2:5]2)[N:7]=1)(=[O:28])=[O:27]. The yield is 0.750. (2) The reactants are Br[C:2]1[CH:7]=[CH:6][C:5]([CH:8]([N:10]2[CH2:24][CH2:23][C:13]3([O:18][CH2:17][C:16](=[O:19])[N:15]([CH:20]4[CH2:22][CH2:21]4)[CH2:14]3)[CH2:12][CH2:11]2)[CH3:9])=[C:4]([F:25])[CH:3]=1.[CH3:26][O:27][C:28]1[CH:33]=[CH:32][C:31](B(O)O)=[CH:30][CH:29]=1.C(=O)([O-])[O-].[K+].[K+]. The catalyst is O1CCOCC1.C1C=CC(P(C2C=CC=CC=2)[C-]2C=CC=C2)=CC=1.C1C=CC(P(C2C=CC=CC=2)[C-]2C=CC=C2)=CC=1.Cl[Pd]Cl.[Fe+2].C(Cl)Cl. The product is [CH:20]1([N:15]2[CH2:14][C:13]3([CH2:23][CH2:24][N:10]([CH:8]([C:5]4[CH:6]=[CH:7][C:2]([C:31]5[CH:32]=[CH:33][C:28]([O:27][CH3:26])=[CH:29][CH:30]=5)=[CH:3][C:4]=4[F:25])[CH3:9])[CH2:11][CH2:12]3)[O:18][CH2:17][C:16]2=[O:19])[CH2:22][CH2:21]1. The yield is 0.450. (3) The reactants are C(=O)(O)[O-].[Na+].[N+:6]([C:9]1[CH:14]=[CH:13][C:12]([CH:15]2[O:19][CH2:18][CH2:17][O:16]2)=[CH:11][CH:10]=1)([O-])=O. The catalyst is CCO.[Pt](=O)=O. The product is [O:16]1[CH2:17][CH2:18][O:19][CH:15]1[C:12]1[CH:13]=[CH:14][C:9]([NH2:6])=[CH:10][CH:11]=1. The yield is 0.960.